Dataset: Full USPTO retrosynthesis dataset with 1.9M reactions from patents (1976-2016). Task: Predict the reactants needed to synthesize the given product. (1) Given the product [C:31]([O:30][C:28]([N:11]1[CH2:12][CH2:13][C:8]([C:5]2[CH:6]=[CH:7][C:2]([Br:1])=[CH:3][CH:4]=2)([C:14]2[CH:15]=[CH:16][C:17]([Cl:20])=[CH:18][CH:19]=2)[CH2:9][CH2:10]1)=[O:29])([CH3:34])([CH3:33])[CH3:32], predict the reactants needed to synthesize it. The reactants are: [Br:1][C:2]1[CH:7]=[CH:6][C:5]([C:8]2([C:14]3[CH:19]=[CH:18][C:17]([Cl:20])=[CH:16][CH:15]=3)[CH2:13][CH2:12][NH:11][CH2:10][CH2:9]2)=[CH:4][CH:3]=1.C(N(CC)CC)C.[C:28](O[C:28]([O:30][C:31]([CH3:34])([CH3:33])[CH3:32])=[O:29])([O:30][C:31]([CH3:34])([CH3:33])[CH3:32])=[O:29].O. (2) Given the product [CH2:1]([C:3]1[N:4]2[CH2:9][CH2:10][NH:11][CH:23]([CH2:22][CH2:21][C:15]3[CH:16]=[C:17]([F:20])[C:18]([F:19])=[C:13]([F:12])[CH:14]=3)[C:5]2=[C:6]([I:8])[N:7]=1)[CH3:2], predict the reactants needed to synthesize it. The reactants are: [CH2:1]([C:3]1[N:4]([CH2:9][CH2:10][NH2:11])[CH:5]=[C:6]([I:8])[N:7]=1)[CH3:2].[F:12][C:13]1[CH:14]=[C:15]([CH2:21][CH2:22][CH:23]=O)[CH:16]=[C:17]([F:20])[C:18]=1[F:19].